Dataset: Full USPTO retrosynthesis dataset with 1.9M reactions from patents (1976-2016). Task: Predict the reactants needed to synthesize the given product. (1) Given the product [Cl:1][C:2]1[CH:10]=[CH:9][C:8]2[N:7]([CH2:30][CH2:29][C:26]3[CH:25]=[N:24][C:23]([CH3:22])=[CH:28][CH:27]=3)[C:6]3[CH2:11][CH2:12][N:13]([C:15]4[CH:20]=[CH:19][C:18]([F:21])=[CH:17][CH:16]=4)[CH2:14][C:5]=3[C:4]=2[CH:3]=1, predict the reactants needed to synthesize it. The reactants are: [Cl:1][C:2]1[CH:10]=[CH:9][C:8]2[NH:7][C:6]3[CH2:11][CH2:12][N:13]([C:15]4[CH:20]=[CH:19][C:18]([F:21])=[CH:17][CH:16]=4)[CH2:14][C:5]=3[C:4]=2[CH:3]=1.[CH3:22][C:23]1[CH:28]=[CH:27][C:26]([CH:29]=[CH2:30])=[CH:25][N:24]=1.[OH-].[K+]. (2) Given the product [Cl:16][C:17]1[CH:18]=[C:19]([NH:24][C:9](=[O:10])[O:11][C:12]([CH3:13])([CH3:14])[CH3:15])[CH:20]=[N:21][C:22]=1[Cl:23], predict the reactants needed to synthesize it. The reactants are: [CH3:13][C:12]([O:11][C:9](O[C:9]([O:11][C:12]([CH3:15])([CH3:14])[CH3:13])=[O:10])=[O:10])([CH3:15])[CH3:14].[Cl:16][C:17]1[CH:18]=[C:19]([NH2:24])[CH:20]=[N:21][C:22]=1[Cl:23]. (3) Given the product [ClH:1].[ClH:1].[CH3:3][NH:4][CH2:5][C:6]1[N:7]=[C:8]([S:17]([C:18]2[CH:23]=[CH:22][CH:21]=[CH:20][CH:19]=2)=[O:24])[N:9]([C:11]2[CH:16]=[CH:15][CH:14]=[CH:13][CH:12]=2)[CH:10]=1, predict the reactants needed to synthesize it. The reactants are: [ClH:1].Cl.[CH3:3][NH:4][CH2:5][C:6]1[N:7]=[C:8]([S:17][C:18]2[CH:23]=[CH:22][CH:21]=[CH:20][CH:19]=2)[N:9]([C:11]2[CH:16]=[CH:15][CH:14]=[CH:13][CH:12]=2)[CH:10]=1.[OH:24]OS([O-])=O.[K+].O.O.O.O.O.S([O-])([O-])(=O)=S.[Na+].[Na+].C(=O)([O-])O.[Na+]. (4) Given the product [F:1][C:2]1[CH:7]=[CH:6][C:5]([N:8]2[CH:13]=[C:12]([CH2:14][N:41]3[CH2:46][CH2:45][O:44][CH2:43][CH2:42]3)[CH:11]=[C:10]([C:15]([O:17][CH2:18][CH3:19])=[O:16])[C:9]2=[O:20])=[CH:4][CH:3]=1, predict the reactants needed to synthesize it. The reactants are: [F:1][C:2]1[CH:7]=[CH:6][C:5]([N:8]2[CH:13]=[C:12]([CH3:14])[CH:11]=[C:10]([C:15]([O:17][CH2:18][CH3:19])=[O:16])[C:9]2=[O:20])=[CH:4][CH:3]=1.C1C(=O)N(Br)C(=O)C1.CC(N=NC(C#N)(C)C)(C#N)C.[NH:41]1[CH2:46][CH2:45][O:44][CH2:43][CH2:42]1.C([O-])([O-])=O.[K+].[K+]. (5) Given the product [CH3:1][CH:2]([CH3:14])[CH:3]([C:8]1[CH:13]=[CH:12][CH:11]=[CH:10][CH:9]=1)[C:4]([NH:16][NH2:17])=[O:5], predict the reactants needed to synthesize it. The reactants are: [CH3:1][CH:2]([CH3:14])[CH:3]([C:8]1[CH:13]=[CH:12][CH:11]=[CH:10][CH:9]=1)[C:4](OC)=[O:5].O.[NH2:16][NH2:17]. (6) Given the product [F:8][C:9]1[C:14]([F:15])=[CH:13][CH:12]=[CH:11][C:10]=1[C@H:16]1[CH2:22][N:21]2[C:23]([CH2:26][C:27]([F:30])([F:28])[F:29])=[N:24][N:25]=[C:20]2[C@H:19]([NH:31][C:32]([N:39]2[CH2:40][CH2:53][CH:52]([C:47]3[C:48](=[O:51])[NH:49][N:50]=[C:45]([CH3:44])[CH:46]=3)[CH2:42][CH2:43]2)=[O:33])[CH2:18][CH2:17]1, predict the reactants needed to synthesize it. The reactants are: C(N(CC)CC)C.[F:8][C:9]1[C:14]([F:15])=[CH:13][CH:12]=[CH:11][C:10]=1[C@H:16]1[CH2:22][N:21]2[C:23]([CH2:26][C:27]([F:30])([F:29])[F:28])=[N:24][N:25]=[C:20]2[C@H:19]([NH2:31])[CH2:18][CH2:17]1.[C:32]([N:39]1[CH:43]=[CH:42]N=[CH:40]1)(N1C=CN=C1)=[O:33].[CH3:44][C:45]1[CH:46]=[C:47]([CH:52]2CCNC[CH2:53]2)[C:48](=[O:51])[NH:49][N:50]=1. (7) The reactants are: Br[C:2]1[C:3]([C:17]#[N:18])=[N:4][N:5]([CH3:16])[C:6]=1[CH2:7][NH:8]C(=O)OC(C)(C)C.[ClH:19].[NH2:20][C:21]1[CH:26]=[CH:25][CH:24]=[CH:23][C:22]=1B(O)O.COC(C)(C)C. Given the product [ClH:19].[NH2:8][CH2:7][C:6]1[N:5]([CH3:16])[N:4]=[C:3]2[C:2]=1[C:22]1[CH:23]=[CH:24][CH:25]=[CH:26][C:21]=1[N:20]=[C:17]2[NH2:18], predict the reactants needed to synthesize it. (8) Given the product [F:46][C:34]1[CH:33]=[C:32]([N:47]2[C:59](=[O:60])[C:58]3[S:57][C:56]4[CH2:55][CH2:54][CH2:53][CH2:52][C:51]=4[C:50]=3[CH:49]=[N:48]2)[C:31]([CH2:30][O:29][C:26](=[O:28])[CH3:27])=[C:36]([C:2]2[CH:3]=[C:4]([NH:10][C:11]3[N:16]=[C:15]([O:17][CH2:18][CH2:19][N:20]([CH3:25])[C:21](=[O:24])[CH:22]=[CH2:23])[CH:14]=[CH:13][CH:12]=3)[C:5](=[O:9])[N:6]([CH3:8])[CH:7]=2)[CH:35]=1, predict the reactants needed to synthesize it. The reactants are: Br[C:2]1[CH:3]=[C:4]([NH:10][C:11]2[N:16]=[C:15]([O:17][CH2:18][CH2:19][N:20]([CH3:25])[C:21](=[O:24])[CH:22]=[CH2:23])[CH:14]=[CH:13][CH:12]=2)[C:5](=[O:9])[N:6]([CH3:8])[CH:7]=1.[C:26]([O:29][CH2:30][C:31]1[C:36](B2OC(C)(C)C(C)(C)O2)=[CH:35][C:34]([F:46])=[CH:33][C:32]=1[N:47]1[C:59](=[O:60])[C:58]2[S:57][C:56]3[CH2:55][CH2:54][CH2:53][CH2:52][C:51]=3[C:50]=2[CH:49]=[N:48]1)(=[O:28])[CH3:27].[O-]P([O-])([O-])=O.[K+].[K+].[K+]. (9) Given the product [CH3:23][N:24]1[C:25](=[O:57])[C:26]([NH:39][C:40]2[CH:45]=[CH:44][C:43]([N:46]3[CH2:51][CH2:50][N:49]([CH:52]4[CH2:53][O:54][CH2:55]4)[CH2:48][CH:47]3[CH3:56])=[CH:42][N:41]=2)=[CH:27][C:28]([C:2]2[C:7]([CH:8]=[O:9])=[C:6]([N:10]3[CH2:21][C:20]4[N:19]5[C:14]([CH2:15][CH2:16][CH2:17][CH2:18]5)=[CH:13][C:12]=4[C:11]3=[O:22])[N:5]=[CH:4][CH:3]=2)=[CH:29]1, predict the reactants needed to synthesize it. The reactants are: Cl[C:2]1[C:7]([CH:8]=[O:9])=[C:6]([N:10]2[CH2:21][C:20]3[N:19]4[C:14]([CH2:15][CH2:16][CH2:17][CH2:18]4)=[CH:13][C:12]=3[C:11]2=[O:22])[N:5]=[CH:4][CH:3]=1.[CH3:23][N:24]1[CH:29]=[C:28](B2OC(C)(C)C(C)(C)O2)[CH:27]=[C:26]([NH:39][C:40]2[CH:45]=[CH:44][C:43]([N:46]3[CH2:51][CH2:50][N:49]([CH:52]4[CH2:55][O:54][CH2:53]4)[CH2:48][C@@H:47]3[CH3:56])=[CH:42][N:41]=2)[C:25]1=[O:57].C([O-])(=O)C.[Na+].[O-]P([O-])([O-])=O.[K+].[K+].[K+]. (10) Given the product [CH2:3]([C@:2]1([CH2:9][C:7]([OH:13])=[O:8])[CH2:5][C@@H:4]2[C@H:1]1[CH2:1][CH2:2][CH2:3]2)[C:4]1[CH:16]=[CH:15][CH:14]=[CH:6][CH:5]=1, predict the reactants needed to synthesize it. The reactants are: [CH3:1][CH2:2][CH2:3][CH2:4][CH2:5][CH3:6].[C:7]([OH:13])([C:9](F)(F)F)=[O:8].[CH3:14][CH:15](O)[CH3:16].